This data is from Catalyst prediction with 721,799 reactions and 888 catalyst types from USPTO. The task is: Predict which catalyst facilitates the given reaction. (1) Reactant: [OH:1][C:2]1[C:7]([CH:8]=[O:9])=[CH:6][C:5]([O:10][CH3:11])=[N:4][CH:3]=1.[Cl:12][C:13]1[N:14]=[CH:15][C:16]2[C:21]([C:22]=1[CH2:23]Cl)=[CH:20][CH:19]=[CH:18][CH:17]=2.C([O-])([O-])=O.[K+].[K+]. Product: [Cl:12][C:13]1[N:14]=[CH:15][C:16]2[C:21]([C:22]=1[CH2:23][O:1][C:2]1[C:7]([CH:8]=[O:9])=[CH:6][C:5]([O:10][CH3:11])=[N:4][CH:3]=1)=[CH:20][CH:19]=[CH:18][CH:17]=2. The catalyst class is: 3. (2) Reactant: [Si]([O:8][C@H:9]([C:23]1[CH:32]=[CH:31][C:30]([OH:33])=[C:29]2[C:24]=1[CH:25]=[CH:26][C:27](=[O:34])[NH:28]2)[CH2:10][NH:11][CH:12]1[CH2:17][CH2:16][N:15]([CH2:18][CH2:19][C:20]([OH:22])=O)[CH2:14][CH2:13]1)(C(C)(C)C)(C)C.CN(C(ON1N=NC2C=CC=NC1=2)=[N+](C)C)C.F[P-](F)(F)(F)(F)F.C(N(CC)CC)C.[C:66]1([C@@H:72]2[CH2:74][C@H:73]2[NH2:75])[CH:71]=[CH:70][CH:69]=[CH:68][CH:67]=1. Product: [OH:8][C@H:9]([C:23]1[CH:32]=[CH:31][C:30]([OH:33])=[C:29]2[C:24]=1[CH:25]=[CH:26][C:27](=[O:34])[NH:28]2)[CH2:10][NH:11][CH:12]1[CH2:17][CH2:16][N:15]([CH2:18][CH2:19][C:20]([NH:75][C@@H:73]2[CH2:74][C@H:72]2[C:66]2[CH:71]=[CH:70][CH:69]=[CH:68][CH:67]=2)=[O:22])[CH2:14][CH2:13]1. The catalyst class is: 3.